Dataset: Forward reaction prediction with 1.9M reactions from USPTO patents (1976-2016). Task: Predict the product of the given reaction. The product is: [CH2:1]([O:3][C:4]([C:6]1([C:25]([O:27][CH2:28][CH3:29])=[O:26])[CH2:10][CH2:9][CH2:8][N:7]1[C:11]1[CH:12]=[N:13][C:14]([O:17][C:18]2[CH:23]=[CH:22][C:21]([C:30]#[N:31])=[CH:20][CH:19]=2)=[CH:15][CH:16]=1)=[O:5])[CH3:2]. Given the reactants [CH2:1]([O:3][C:4]([C:6]1([C:25]([O:27][CH2:28][CH3:29])=[O:26])[CH2:10][CH2:9][CH2:8][N:7]1[C:11]1[CH:12]=[N:13][C:14]([O:17][C:18]2[CH:23]=[CH:22][C:21](Br)=[CH:20][CH:19]=2)=[CH:15][CH:16]=1)=[O:5])[CH3:2].[CH3:30][N:31](C)C=O, predict the reaction product.